From a dataset of NCI-60 drug combinations with 297,098 pairs across 59 cell lines. Regression. Given two drug SMILES strings and cell line genomic features, predict the synergy score measuring deviation from expected non-interaction effect. (1) Cell line: NCI-H460. Drug 1: C1CN1P(=S)(N2CC2)N3CC3. Drug 2: N.N.Cl[Pt+2]Cl. Synergy scores: CSS=80.5, Synergy_ZIP=-2.47, Synergy_Bliss=-2.76, Synergy_Loewe=1.45, Synergy_HSA=3.60. (2) Drug 1: C1=NC2=C(N1)C(=S)N=C(N2)N. Drug 2: C1=CN(C(=O)N=C1N)C2C(C(C(O2)CO)O)O.Cl. Cell line: SN12C. Synergy scores: CSS=23.7, Synergy_ZIP=-11.3, Synergy_Bliss=-12.0, Synergy_Loewe=-9.95, Synergy_HSA=-7.81. (3) Drug 1: CC12CCC(CC1=CCC3C2CCC4(C3CC=C4C5=CN=CC=C5)C)O. Drug 2: CC=C1C(=O)NC(C(=O)OC2CC(=O)NC(C(=O)NC(CSSCCC=C2)C(=O)N1)C(C)C)C(C)C. Cell line: BT-549. Synergy scores: CSS=27.9, Synergy_ZIP=2.05, Synergy_Bliss=2.52, Synergy_Loewe=-37.2, Synergy_HSA=2.15. (4) Drug 1: CC1C(C(=O)NC(C(=O)N2CCCC2C(=O)N(CC(=O)N(C(C(=O)O1)C(C)C)C)C)C(C)C)NC(=O)C3=C4C(=C(C=C3)C)OC5=C(C(=O)C(=C(C5=N4)C(=O)NC6C(OC(=O)C(N(C(=O)CN(C(=O)C7CCCN7C(=O)C(NC6=O)C(C)C)C)C)C(C)C)C)N)C. Drug 2: CN(CC1=CN=C2C(=N1)C(=NC(=N2)N)N)C3=CC=C(C=C3)C(=O)NC(CCC(=O)O)C(=O)O. Cell line: OVCAR-8. Synergy scores: CSS=41.9, Synergy_ZIP=-6.38, Synergy_Bliss=-3.30, Synergy_Loewe=-12.2, Synergy_HSA=-3.09. (5) Drug 1: C1CCC(C1)C(CC#N)N2C=C(C=N2)C3=C4C=CNC4=NC=N3. Drug 2: CNC(=O)C1=CC=CC=C1SC2=CC3=C(C=C2)C(=NN3)C=CC4=CC=CC=N4. Cell line: UACC-257. Synergy scores: CSS=-0.127, Synergy_ZIP=2.87, Synergy_Bliss=3.88, Synergy_Loewe=0.118, Synergy_HSA=1.04. (6) Drug 1: CC12CCC(CC1=CCC3C2CCC4(C3CC=C4C5=CN=CC=C5)C)O. Drug 2: C1=CC(=C2C(=C1NCCNCCO)C(=O)C3=C(C=CC(=C3C2=O)O)O)NCCNCCO. Cell line: MDA-MB-435. Synergy scores: CSS=37.9, Synergy_ZIP=16.5, Synergy_Bliss=17.2, Synergy_Loewe=9.48, Synergy_HSA=16.3.